This data is from Reaction yield outcomes from USPTO patents with 853,638 reactions. The task is: Predict the reaction yield, written as a fraction of the theoretical maximum amount of product (1.0 means a 100% yield; for example, 0.34 means a 34% yield). (1) The reactants are [Cl:1][C:2]1[CH:3]=[C:4]([C:12]2[CH:13]=[C:14]3[C:19](=[C:20]([C:22]([OH:24])=O)[CH:21]=2)[O:18][C:17]([CH3:26])([CH3:25])[CH:16]=[CH:15]3)[CH:5]=[CH:6][C:7]=1[C:8](=[O:11])[NH:9][CH3:10].[NH2:27][CH:28]([CH2:31][C:32]1[C:40]2[C:35](=[N:36][CH:37]=[CH:38][CH:39]=2)[NH:34][CH:33]=1)[CH2:29][OH:30].C1C=CC2N(O)N=NC=2C=1.CCN=C=NCCCN(C)C. The catalyst is CN(C=O)C.O. The product is [OH:30][CH2:29][CH:28]([NH:27][C:22]([C:20]1[CH:21]=[C:12]([C:4]2[CH:5]=[CH:6][C:7]([C:8](=[O:11])[NH:9][CH3:10])=[C:2]([Cl:1])[CH:3]=2)[CH:13]=[C:14]2[C:19]=1[O:18][C:17]([CH3:26])([CH3:25])[CH:16]=[CH:15]2)=[O:24])[CH2:31][C:32]1[C:40]2[C:35](=[N:36][CH:37]=[CH:38][CH:39]=2)[NH:34][CH:33]=1. The yield is 0.290. (2) The reactants are [Cl:1][C:2]1[N:3]=[C:4]([N:12]2[CH2:17][CH2:16][O:15][CH2:14][CH2:13]2)[C:5]2[S:10][C:9](I)=[CH:8][C:6]=2[N:7]=1.[CH3:18][N:19](C=O)C. The catalyst is O.[C-]#N.[C-]#N.[Zn+2]. The product is [Cl:1][C:2]1[N:3]=[C:4]([N:12]2[CH2:17][CH2:16][O:15][CH2:14][CH2:13]2)[C:5]2[S:10][C:9]([C:18]#[N:19])=[CH:8][C:6]=2[N:7]=1. The yield is 0.600. (3) The reactants are [CH2:1]([C@@H:3]1[CH2:8][C@H:7]2[CH2:9][C@@H:4]1[C:5](=[O:10])[O:6]2)[CH3:2].[NH:11]([C:13]1[N:14]=[C:15]2[CH:21]=[CH:20][N:19]([S:22]([C:25]3[CH:31]=[CH:30][C:28]([CH3:29])=[CH:27][CH:26]=3)(=[O:24])=[O:23])[C:16]2=[N:17][CH:18]=1)[NH2:12].C[Al](C)C.Cl. The catalyst is O1CCOCC1. The product is [CH2:1]([C@@H:3]1[CH2:8][C@H:7]([OH:6])[CH2:9][C@@H:4]1[C:5]([NH:12][NH:11][C:13]1[N:14]=[C:15]2[CH:21]=[CH:20][N:19]([S:22]([C:25]3[CH:31]=[CH:30][C:28]([CH3:29])=[CH:27][CH:26]=3)(=[O:24])=[O:23])[C:16]2=[N:17][CH:18]=1)=[O:10])[CH3:2]. The yield is 0.530. (4) The reactants are [F-].C([N+](CCCC)(CCCC)CCCC)CCC.[NH2:19][C:20]1[CH:21]=[C:22]([C:26]2[CH:31]=[C:30]([C:32]3[CH:37]=[CH:36][CH:35]=[CH:34][C:33]=3[O:38][Si](C(C)(C)C)(C)C)[N:29]=[C:28]([NH:46][C:47]([C:49]3[S:50][C:51]([Cl:54])=[CH:52][CH:53]=3)=[O:48])[C:27]=2[C:55]#[N:56])[CH:23]=[CH:24][CH:25]=1. The catalyst is C1COCC1.O. The product is [NH2:19][C:20]1[CH:21]=[C:22]([C:26]2[CH:31]=[C:30]([C:32]3[CH:37]=[CH:36][CH:35]=[CH:34][C:33]=3[OH:38])[N:29]=[C:28]([NH:46][C:47]([C:49]3[S:50][C:51]([Cl:54])=[CH:52][CH:53]=3)=[O:48])[C:27]=2[C:55]#[N:56])[CH:23]=[CH:24][CH:25]=1. The yield is 0.160. (5) The reactants are [C:1]1([C:7]([OH:9])=[O:8])([C:4](O)=[O:5])[CH2:3][CH2:2]1.C(N(CC)CC)C.S(Cl)(Cl)=O.[F:21][C:22]1[CH:28]=[CH:27][C:25]([NH2:26])=[CH:24][CH:23]=1. The catalyst is C1COCC1.C(OCC)(=O)C. The product is [F:21][C:22]1[CH:28]=[CH:27][C:25]([NH:26][C:4]([C:1]2([C:7]([OH:9])=[O:8])[CH2:3][CH2:2]2)=[O:5])=[CH:24][CH:23]=1. The yield is 0.652. (6) The reactants are [CH3:1][O:2][C:3]1[CH:8]=[C:7]([CH:9]=O)[CH:6]=[CH:5][C:4]=1[OH:11].[CH2:12](Br)[CH2:13][CH2:14][CH2:15][CH3:16].C(=O)([O-])[O-].[K+].[K+].C[C:25](P(OC)(O)=O)([C:27]([O-:29])=[O:28])C.[OH-].[Na+].Cl. The catalyst is CN1CCCC1=O.O. The product is [CH3:1][O:2][C:3]1[CH:8]=[C:7](/[CH:9]=[CH:25]/[C:27]([OH:29])=[O:28])[CH:6]=[CH:5][C:4]=1[O:11][CH2:12][CH2:13][CH2:14][CH2:15][CH3:16]. The yield is 0.847.